Dataset: Forward reaction prediction with 1.9M reactions from USPTO patents (1976-2016). Task: Predict the product of the given reaction. (1) Given the reactants Cl[C:2]1[CH:7]=[C:6]([CH2:8][CH3:9])[N:5]=[C:4]([CH3:10])[C:3]=1[C:11]([C:13]1[CH:18]=[CH:17][CH:16]=[CH:15][CH:14]=1)=O.O.[NH2:20][NH2:21], predict the reaction product. The product is: [CH2:8]([C:6]1[N:5]=[C:4]([CH3:10])[C:3]2[C:11]([C:13]3[CH:18]=[CH:17][CH:16]=[CH:15][CH:14]=3)=[N:20][NH:21][C:2]=2[CH:7]=1)[CH3:9]. (2) Given the reactants [Cl:1][C:2]1[CH:7]=[CH:6][C:5]([NH:8][C:9](=[O:14])[C:10]([F:13])([F:12])[F:11])=[CH:4][C:3]=1[F:15].[Li]CCCC.CCCCCC.[B:27](OC(C)C)([O:32]C(C)C)[O:28]C(C)C, predict the reaction product. The product is: [Cl:1][C:2]1[C:3]([F:15])=[C:4]([B:27]([OH:32])[OH:28])[C:5]([NH:8][C:9](=[O:14])[C:10]([F:12])([F:13])[F:11])=[CH:6][CH:7]=1. (3) The product is: [CH:11]12[CH2:16][CH:15]1[CH2:14][N:13]([C:2]1[CH:7]=[CH:6][C:5]([N+:8]([O-:10])=[O:9])=[CH:4][N:3]=1)[CH2:12]2. Given the reactants Cl[C:2]1[CH:7]=[CH:6][C:5]([N+:8]([O-:10])=[O:9])=[CH:4][N:3]=1.[CH:11]12[CH2:16][CH:15]1[CH2:14][NH:13][CH2:12]2.C(=O)([O-])[O-].[K+].[K+].O, predict the reaction product. (4) Given the reactants [Cl:1][C:2]1[N:7]=[C:6](Cl)[C:5]([CH:9]=O)=[C:4]([Cl:11])[N:3]=1.Cl.[NH:13]([CH2:15][CH2:16][N:17]1[CH2:22][CH2:21][O:20][CH2:19][CH2:18]1)[NH2:14], predict the reaction product. The product is: [Cl:11][C:4]1[N:3]=[C:2]([Cl:1])[N:7]=[C:6]2[N:13]([CH2:15][CH2:16][N:17]3[CH2:22][CH2:21][O:20][CH2:19][CH2:18]3)[N:14]=[CH:9][C:5]=12. (5) Given the reactants [Li]CCCC.[I:6][C:7]1[S:8][C:9](I)=[CH:10][CH:11]=1.[Cl:13][C:14]1[N:19]=[CH:18][CH:17]=[CH:16][N:15]=1.ClC1C(=O)C(C#N)=C(C#N)C(=O)C=1Cl.O=C1O[C@H]([C@H](CO)O)C([O-])=C1O.[Na+], predict the reaction product. The product is: [Cl:13][C:14]1[N:19]=[C:18]([C:9]2[S:8][C:7]([I:6])=[CH:11][CH:10]=2)[CH:17]=[CH:16][N:15]=1. (6) Given the reactants [CH3:1][O:2][C:3]1[CH:8]=[CH:7][CH:6]=[CH:5][C:4]=1[Mg]Br.[NH2:11][C:12]1[C:13]2[CH:31]=[C:30]([CH:32]=[O:33])[S:29][C:14]=2[N:15]=[C:16]([C:18]2[CH:23]=[CH:22][CH:21]=[C:20]([O:24][C:25]([F:28])([F:27])[F:26])[CH:19]=2)[N:17]=1, predict the reaction product. The product is: [NH2:11][C:12]1[C:13]2[CH:31]=[C:30]([CH:32]([C:4]3[CH:5]=[CH:6][CH:7]=[CH:8][C:3]=3[O:2][CH3:1])[OH:33])[S:29][C:14]=2[N:15]=[C:16]([C:18]2[CH:23]=[CH:22][CH:21]=[C:20]([O:24][C:25]([F:28])([F:27])[F:26])[CH:19]=2)[N:17]=1. (7) Given the reactants [Cl:1][C:2]1[CH:3]=[C:4]2[C:10]([C:11]3[N:16]=[C:15]([NH:17][CH2:18][CH:19]4[CH2:24][C:23]([F:26])([F:25])[CH2:22][CH2:21][N:20]4C(OC(C)(C)C)=O)[C:14]([F:34])=[CH:13][N:12]=3)=[CH:9][NH:8][C:5]2=[N:6][CH:7]=1.Cl.CC(O)C, predict the reaction product. The product is: [Cl:1][C:2]1[CH:3]=[C:4]2[C:10]([C:11]3[N:16]=[C:15]([NH:17][CH2:18][CH:19]4[CH2:24][C:23]([F:26])([F:25])[CH2:22][CH2:21][NH:20]4)[C:14]([F:34])=[CH:13][N:12]=3)=[CH:9][NH:8][C:5]2=[N:6][CH:7]=1.